This data is from Forward reaction prediction with 1.9M reactions from USPTO patents (1976-2016). The task is: Predict the product of the given reaction. (1) Given the reactants [Si]([O:8][CH2:9][C:10]1([C:33]2[CH:38]=[CH:37][CH:36]=[CH:35][CH:34]=2)[CH:14]=[C:13]([C:15]2[CH:20]=[C:19]([F:21])[CH:18]=[CH:17][C:16]=2[F:22])[CH2:12][N:11]1[C:23]([N:25]([CH3:32])[CH:26]1[CH2:31][CH2:30][NH:29][CH2:28][CH2:27]1)=[O:24])(C(C)(C)C)(C)C.C(N(CC)CC)C.[CH:46]([S:48]([CH3:51])(=[O:50])=[O:49])=C.FC(F)(F)C(O)=O, predict the reaction product. The product is: [F:22][C:16]1[CH:17]=[CH:18][C:19]([F:21])=[CH:20][C:15]=1[C:13]1[CH2:12][N:11]([C:23]([N:25]([CH3:32])[CH:26]2[CH2:31][CH2:30][N:29]([CH2:46][S:48]([CH3:51])(=[O:50])=[O:49])[CH2:28][CH2:27]2)=[O:24])[C:10]([CH2:9][OH:8])([C:33]2[CH:34]=[CH:35][CH:36]=[CH:37][CH:38]=2)[CH:14]=1. (2) Given the reactants Br[C:2]1[C:15]([F:16])=[CH:14][C:5]([O:6][C:7]2[CH:12]=[CH:11][CH:10]=[C:9]([F:13])[N:8]=2)=[C:4]([O:17][CH3:18])[CH:3]=1.ClCCl.C(=O)([O-])[O-].[K+].[K+].[CH:28](B1OC(C)(C)C(C)(C)O1)=[CH2:29], predict the reaction product. The product is: [F:13][C:9]1[CH:10]=[CH:11][CH:12]=[C:7]([O:6][C:5]2[CH:14]=[C:15]([F:16])[C:2]([CH:28]=[CH2:29])=[CH:3][C:4]=2[O:17][CH3:18])[N:8]=1.